Task: Predict the reactants needed to synthesize the given product.. Dataset: Full USPTO retrosynthesis dataset with 1.9M reactions from patents (1976-2016) Given the product [CH2:25]([C@H:2]1[NH:1][C:28](=[O:30])[N:5]([C:6]2[CH:7]=[N:8][C:9]([O:12][C:13]3[C:18]4[C:19]5([CH2:22][O:23][C:17]=4[C:16]([CH3:24])=[CH:15][CH:14]=3)[CH2:21][CH2:20]5)=[CH:10][CH:11]=2)[C:3]1=[O:4])[CH3:26], predict the reactants needed to synthesize it. The reactants are: [NH2:1][C@H:2]([CH2:25][CH3:26])[C:3]([NH:5][C:6]1[CH:7]=[N:8][C:9]([O:12][C:13]2[C:18]3[C:19]4([CH2:22][O:23][C:17]=3[C:16]([CH3:24])=[CH:15][CH:14]=2)[CH2:21][CH2:20]4)=[CH:10][CH:11]=1)=[O:4].Cl[C:28](Cl)([O:30]C(=O)OC(Cl)(Cl)Cl)Cl.